This data is from Forward reaction prediction with 1.9M reactions from USPTO patents (1976-2016). The task is: Predict the product of the given reaction. Given the reactants [H-].[Na+].[C:3](=[O:8])([O:6][CH3:7])OC.[CH3:9][C:10]1[CH:14]=[CH:13][S:12][C:11]=1[CH2:15][C:16]([O:18][CH3:19])=[O:17].Cl, predict the reaction product. The product is: [CH3:9][C:10]1[CH:14]=[CH:13][S:12][C:11]=1[CH:15]([C:3]([O:6][CH3:7])=[O:8])[C:16]([O:18][CH3:19])=[O:17].